This data is from Human Reference Interactome with 51,813 positive PPI pairs across 8,248 proteins, plus equal number of experimentally-validated negative pairs. The task is: Binary Classification. Given two protein amino acid sequences, predict whether they physically interact or not. (1) Protein 1 (ENSG00000166292) has sequence MTEEPIKEILGAPKAHMAATMEKSPKSEVVITTVPLVSEIQLMAATGGTELSCYRCIIPFAVVVFIAGIVVTAVAYSFNSHGSIISIFGLVVLSSGLFLLASSALCWKVRQRSKKAKRRESQTALVANQRSLFA*MTEEPIKEILGAPKAHMAATMEKSPKSEVVITTVPLVSEIQLMAATGGTELSCYRCIIPFAVVVFIAGIVVTAVAYSFNSHGSIISIFGLVVLSSGLFLLASSALCWKVRQRSKKAKRRESQTALVANQ. Protein 2 (ENSG00000215717) has sequence MTNVYSLDGILVFGLLFVCTCAYFKKVPRLKTWLLSEKKGVWGVFYKAAVIGTRLHAAVAIACVVMAFYVLFIK*MTNVYSLDGILVFGLLFVCTCAYFKKVPRLKTWLLSEKKGVWGVFYKGEAMSGQGEETAISGQCGATNRCDWNQAACCCGNCLCCNGLLRPVYKMNSKAPKSSTANQGDGDEEPVGDLNPV*. Result: 1 (the proteins interact). (2) Protein 1 (ENSG00000148735) has sequence MAGGKQFTFSYENEVCKQDYFIKSPPSQLFSSVTSWKKRFFILSKAGEKSFSLSYYKDHHHRGSIEIDQNSSVEVGISSQEKMQSVQKMFKCHPDEVMSIRTTNREYFLIGHDREKIKDWVSFMSSFRQDIKATQQNTEEELSLGNKRTLFYSSPLLGPSSTSEAVGSSSPRNGLQDKHLMEQSSPGFRQTHLQDLSEATQDVKEENHYLTPRSVLLELDNIIASSDSGESIETDGPDQVSGRIECHYEPMESYFFKETSHESVDSSKEEPQTLPETQDGDLHLQEQGSGIDWCLSPADV.... Protein 2 (ENSG00000111364) has sequence MEHVTEGSWESLPVPLHPQVLGALRELGFPYMTPVQSATIPLFMRNKDVAAEAVTGSGKTLAFVIPILEILLRREEKLKKSQVGAIIITPTRELAIQIDEVLSHFTKHFPEFSQILWIGGRNPGEDVERFKQQGGNIIVATPGRLEDMFRRKAEGLDLASCVRSLDVLVLDEADRLLDMGFEASINTILEFLPKQRRTGLFSATQTQEVENLVRAGLRNPVRVSVKEKGVAASSAQKTPSRLENYYMVCKADEKFNQLVHFLRNHKQEKHLVFFSTCACVEYYGKALEVLVKGVKIMCIH.... Result: 0 (the proteins do not interact). (3) Protein 1 (ENSG00000150722) has sequence MEPNSPKKIQFAVPVFQSQIAPEAAEQLGFCRSQIRKRRPTPASLVILNEHNPPEIDDKRGPNTQGELQNASPKQRKQSVYTPPTIKGVKHLKGQNESAFPEEEEGTNEREEQRDH*MEPNSPKKIQFAVPVFQSQIAPEAAEQIRKRRPTPASLVILNEHNPPEIDDKRGPNTQGELQNASPKQRKQSVYTPPTIKGVKHLKGQNESAFPEEEEGTNEREEQRDH*. Protein 2 (ENSG00000132704) has sequence MLLWSLLVIFDAVTEQADSLTLVAPSSVFEGDSIVLKCQGEQNWKIQKMAYHKDNKELSVFKKFSDFLIQSAVLSDSGNYFCSTKGQLFLWDKTSNIVKIKVQGPDGYRRDLMTAGVLWGLFGVLGFTGVALLLYALFHKISGESSATNEPRGASRPNPQEFTYSSPTPDMEELQPVYVNANIRTLLENKDSQVIYSSVKKS*MLLWSLLVIFDAVTEQADSLTLVAPSSVFEGDSIVLKCQGEQNWKIQKMAYHKDNKELSVFKKFSDFLIQSAVLSDSGNYFCSTKGQLFLWDKTSNI.... Result: 0 (the proteins do not interact). (4) Protein 1 (ENSG00000115138) has sequence MPRSCCSRSGALLLALLLQASMEVRGWCLESSQCQDLTTESNLLECIRACKPDLSAETPMFPGNGDEQPLTENPRKYVMGHFRWDRFGRRNSSSSGSSGAGQKREDVSAGEDCGPLPEGGPEPRSDGAKPGPREGKRSYSMEHFRWGKPVGKKRRPVKVYPNGAEDESAEAFPLEFKRELTGQRLREGDGPDGPADDGAGAQADLEHSLLVAAEKKDEGPYRMEHFRWGSPPKDKRYGGFMTSEKSQTPLVTLFKNAIIKNAYKKGE*MPRSCCSRSGALLLALLLQASMEVRGWCLESS.... Protein 2 (ENSG00000116922) has sequence MTQDRPLLAVQEALKKCFPVVEEQQGLWQSALRDCQPLLSSLSNLAEQLQAAQNLRFEDVPALRAFPDLKERLRRKQLVAGDIVLDKLGERLAILLKVRDMVSSHVERVFQIYEQHADTVGIDAVLQPSAVSPSVADMLEWLQDIERHYRKSYLKRKYLLSSIQWGDLANIQALPKAWDRISKDEHQDLVQDILLNVSFFLEE*MTQDRPLLAVQEALKKCFPVVEEQQGLWQSALRDCQPLLSSLSNLAEQLQAAQNLRFEDVPALRAFPDLKERLRRKQLVAGDIVLDKLGERLAILL.... Result: 1 (the proteins interact). (5) Protein 1 (ENSG00000102471) has sequence MARRRSQRVCASGPSMLNSARGAPELLRGTATNAEVSAAAAGATGSEELPPGDRGCRNGGGRGPAATTSSTGVAVGAEHGEDSLSRKPDPEPGRMDHHQPGTGRYQVLLNEEDNSESSAIEQPPTSNPAPQIVQAASSAPALETDSSPPPYSSITVEVPTTSDTEVYGEFYPVPPPYSVATSLPTYDEAEKAKAAAMAAAAAETSQRIQEEECPPRDDFSDADQLRVGNDGIFMLAFFMAFIFNWLGFCLSFCITNTIAGRYGAICGFGLSLIKWILIVRFSDYFTGYFNGQYWLWWIFL.... Protein 2 (ENSG00000123064) has sequence MAADKGPAAGPRSRAAMAQWRKKKGLRKRRGAASQARGSDSEDGEFEIQAEDDARARKLGPGRPLPTFPTSECTSDVEPDTREMVRAQNKKKKKSGGFQSMGLSYPVFKGIMKKGYKVPTPIQRKTIPVILDGKDVVAMARTGSGKTACFLLPMFERLKTHSAQTGARALILSPTRELALQTLKFTKELGKFTGLKTALILGGDRMEDQFAALHENPDIIIATPGRLVHVAVEMSLKLQSVEYVVFDEADRLFEMGFAEQLQEIIARLPGGHQTVLFSATLPKLLVEFARAGLTEPVLIR.... Result: 0 (the proteins do not interact).